From a dataset of Catalyst prediction with 721,799 reactions and 888 catalyst types from USPTO. Predict which catalyst facilitates the given reaction. Reactant: [N:1]1([C:6]2[CH:29]=[CH:28][C:9]([CH2:10][N:11]3[C:19](Cl)=[C:18]4[C:13]([N:14]([CH2:24][CH:25]([CH3:27])[CH3:26])[C:15](=[O:23])[N:16]([CH3:22])[C:17]4=[O:21])=[CH:12]3)=[CH:8][CH:7]=2)[CH:5]=[N:4][CH:3]=[N:2]1.[C:30]1([OH:36])[CH:35]=[CH:34][CH:33]=[CH:32][CH:31]=1.C([O-])([O-])=O.[Cs+].[Cs+]. Product: [N:1]1([C:6]2[CH:29]=[CH:28][C:9]([CH2:10][N:11]3[C:19]([O:36][C:30]4[CH:35]=[CH:34][CH:33]=[CH:32][CH:31]=4)=[C:18]4[C:13]([N:14]([CH2:24][CH:25]([CH3:27])[CH3:26])[C:15](=[O:23])[N:16]([CH3:22])[C:17]4=[O:21])=[CH:12]3)=[CH:8][CH:7]=2)[CH:5]=[N:4][CH:3]=[N:2]1. The catalyst class is: 12.